The task is: Predict the reactants needed to synthesize the given product.. This data is from Full USPTO retrosynthesis dataset with 1.9M reactions from patents (1976-2016). (1) Given the product [NH2:14][C:11]1[N:10]=[CH:9][C:8]([C:7]2[CH:6]=[CH:5][C:4]([N:22]3[CH2:26][C@H:25]([CH2:27][NH:28][C:29](=[O:31])[CH3:30])[O:24][C:23]3=[O:32])=[CH:3][C:2]=2[F:1])=[CH:13][N:12]=1, predict the reactants needed to synthesize it. The reactants are: [F:1][C:2]1[CH:3]=[C:4]([N:22]2[CH2:26][C@H:25]([CH2:27][NH:28][C:29](=[O:31])[CH3:30])[O:24][C:23]2=[O:32])[CH:5]=[CH:6][C:7]=1[C:8]1[CH:9]=[N:10][C:11]([N:14]2C=CC(/C=N/O)=C2)=[N:12][CH:13]=1.Cl. (2) Given the product [F:1][C:2]([F:26])([F:25])[CH2:3][NH:4][C:5]([C:7]1([CH2:20][CH2:21][CH2:22][CH2:23][N:41]2[CH2:42][CH2:43][N:38]([C:29]3[C:28]([CH3:27])=[CH:37][C:36]4[C:31](=[CH:32][CH:33]=[CH:34][CH:35]=4)[N:30]=3)[CH2:39][CH2:40]2)[C:19]2[CH:18]=[CH:17][CH:16]=[CH:15][C:14]=2[C:13]2[C:8]1=[CH:9][CH:10]=[CH:11][CH:12]=2)=[O:6], predict the reactants needed to synthesize it. The reactants are: [F:1][C:2]([F:26])([F:25])[CH2:3][NH:4][C:5]([C:7]1([CH2:20][CH2:21][CH2:22][CH2:23]Br)[C:19]2[CH:18]=[CH:17][CH:16]=[CH:15][C:14]=2[C:13]2[C:8]1=[CH:9][CH:10]=[CH:11][CH:12]=2)=[O:6].[CH3:27][C:28]1[C:29]([N:38]2[CH2:43][CH2:42][NH:41][CH2:40][CH2:39]2)=[N:30][C:31]2[C:36]([CH:37]=1)=[CH:35][CH:34]=[CH:33][CH:32]=2. (3) Given the product [C:37]([NH:41][C:23](=[O:25])[CH:22]([N:8]1[CH2:9][CH2:10][CH2:11][C:12]2[CH:17]=[C:16]([O:18][CH3:19])[C:15]([O:20][CH3:21])=[CH:14][C:13]=2[CH:7]1[CH2:6][C:5]1[CH:32]=[CH:33][C:34]([O:35][CH3:36])=[C:3]([O:2][CH3:1])[CH:4]=1)[C:26]1[CH:27]=[CH:28][CH:29]=[CH:30][CH:31]=1)([CH3:40])([CH3:39])[CH3:38], predict the reactants needed to synthesize it. The reactants are: [CH3:1][O:2][C:3]1[CH:4]=[C:5]([CH:32]=[CH:33][C:34]=1[O:35][CH3:36])[CH2:6][CH:7]1[C:13]2[CH:14]=[C:15]([O:20][CH3:21])[C:16]([O:18][CH3:19])=[CH:17][C:12]=2[CH2:11][CH2:10][CH2:9][N:8]1[CH:22]([C:26]1[CH:31]=[CH:30][CH:29]=[CH:28][CH:27]=1)[C:23]([OH:25])=O.[C:37]([NH2:41])([CH3:40])([CH3:39])[CH3:38]. (4) The reactants are: [Br:1][C:2]1[C:11]2[C:6](=[CH:7][CH:8]=[CH:9][CH:10]=2)[C:5]([OH:12])=[C:4]([C:13]#[N:14])[C:3]=1C.C(N(CC)CC)C.[F:23][C:24]([F:55])([F:54])[C:25]([F:53])([F:52])[C:26]([F:51])([F:50])[C:27]([F:49])([F:48])[S:28](O[S:28]([C:27]([F:49])([F:48])[C:26]([F:50])([F:51])[C:25]([F:52])([F:53])[C:24]([F:23])([F:54])[F:55])(=[O:29])=[O:30])(=[O:30])=[O:29]. Given the product [F:49][C:27]([F:48])([S:28]([O:12][C:5]1[C:6]2[C:11](=[CH:10][CH:9]=[CH:8][CH:7]=2)[C:2]([Br:1])=[CH:3][C:4]=1[C:13]#[N:14])(=[O:30])=[O:29])[C:26]([F:50])([F:51])[C:25]([F:53])([F:52])[C:24]([F:55])([F:54])[F:23], predict the reactants needed to synthesize it.